This data is from Full USPTO retrosynthesis dataset with 1.9M reactions from patents (1976-2016). The task is: Predict the reactants needed to synthesize the given product. (1) Given the product [CH:4]1[CH:5]=[CH:6][C:43]([CH2:42][NH:44][CH2:10][CH2:9][NH:8][CH2:7][C:20]2[CH:25]=[CH:24][CH:23]=[CH:22][CH:21]=2)=[CH:1][CH:2]=1.[CH3:3][CH:2]([C:4]1[N:8]([CH2:9][CH2:10][C@@H:11]([OH:19])[CH2:12][C@@H:13]([OH:18])[CH2:14][C:15]([OH:17])=[O:16])[C:7]([C:20]2[CH:25]=[CH:24][C:23]([F:26])=[CH:22][CH:21]=2)=[C:6]([C:27]2[CH:32]=[CH:31][CH:30]=[CH:29][CH:28]=2)[C:5]=1[C:33]([NH:35][C:36]1[CH:41]=[CH:40][CH:39]=[CH:38][CH:37]=1)=[O:34])[CH3:1].[C:27]1([CH2:6][CH:7]([NH2:8])[CH2:20][NH2:44])[CH:32]=[CH:31][CH:30]=[CH:29][CH:28]=1, predict the reactants needed to synthesize it. The reactants are: [CH3:1][CH:2]([C:4]1[N:8]([CH2:9][CH2:10][C@@H:11]([OH:19])[CH2:12][C@@H:13]([OH:18])[CH2:14][C:15]([OH:17])=[O:16])[C:7]([C:20]2[CH:21]=[CH:22][C:23]([F:26])=[CH:24][CH:25]=2)=[C:6]([C:27]2[CH:28]=[CH:29][CH:30]=[CH:31][CH:32]=2)[C:5]=1[C:33]([NH:35][C:36]1[CH:37]=[CH:38][CH:39]=[CH:40][CH:41]=1)=[O:34])[CH3:3].[C:42](#[N:44])[CH3:43]. (2) Given the product [OH:1][CH2:2][CH:3]1[CH2:7][CH2:6][CH2:5][N:4]1[C:8]1[N:13]=[C:12]([NH:14][CH2:15][C:16]2[CH:21]=[CH:20][C:19]([O:22][CH3:23])=[C:18]([Cl:24])[CH:17]=2)[C:11]([C@@H:35]([CH2:34][OH:33])[CH:36]=[CH2:37])=[CH:10][N:9]=1, predict the reactants needed to synthesize it. The reactants are: [OH:1][CH2:2][C@@H:3]1[CH2:7][CH2:6][CH2:5][N:4]1[C:8]1[N:13]=[C:12]([NH:14][CH2:15][C:16]2[CH:21]=[CH:20][C:19]([O:22][CH3:23])=[C:18]([Cl:24])[CH:17]=2)[C:11](C=O)=[CH:10][N:9]=1.C([Mg]Br)=C.[Cl-].[NH4+].[O:33]1[CH2:37][CH2:36][CH2:35][CH2:34]1. (3) Given the product [CH:28]([OH:30])=[O:29].[CH3:39][NH:35][C:28]([C:25]1[CH2:24][CH2:23][NH:22][C:21]2[N:20]=[CH:19][N:18]=[C:17]([NH:16][C:4]3[CH:5]=[CH:6][C:7]([O:8][C:9]4[CH:10]=[N:11][C:12]([CH3:15])=[CH:13][CH:14]=4)=[C:2]([CH3:1])[CH:3]=3)[C:27]=2[CH:26]=1)=[O:30], predict the reactants needed to synthesize it. The reactants are: [CH3:1][C:2]1[CH:3]=[C:4]([NH:16][C:17]2[C:27]3[CH:26]=[C:25]([C:28]([OH:30])=[O:29])[CH2:24][CH2:23][NH:22][C:21]=3[N:20]=[CH:19][N:18]=2)[CH:5]=[CH:6][C:7]=1[O:8][C:9]1[CH:10]=[N:11][C:12]([CH3:15])=[CH:13][CH:14]=1.Cl.CN.O[N:35]1[C:39]2C=CC=CC=2N=N1.Cl.C(N=C=NCCCN(C)C)C.S(C1C=CC(C)=CC=1)(=O)=O. (4) Given the product [F:1][C:2]1[C:7]([C:8]([F:9])([F:10])[F:11])=[CH:6][CH:5]=[CH:4][C:3]=1[CH:12]1[CH2:17][CH2:16][N:15]([CH2:18][CH2:19][CH3:20])[CH2:14][CH2:13]1, predict the reactants needed to synthesize it. The reactants are: [F:1][C:2]1[C:7]([C:8]([F:11])([F:10])[F:9])=[CH:6][CH:5]=[CH:4][C:3]=1[C:12]1[CH2:13][CH2:14][N:15]([CH2:18][CH2:19][CH3:20])[CH2:16][CH:17]=1.Cl.